This data is from Forward reaction prediction with 1.9M reactions from USPTO patents (1976-2016). The task is: Predict the product of the given reaction. (1) The product is: [F:1][CH2:2][CH2:3][N:4]1[CH2:9][CH2:8][CH:7]([C:10]2[CH:15]=[CH:14][C:13]([NH2:16])=[C:12]([O:19][CH3:20])[CH:11]=2)[CH2:6][CH2:5]1. Given the reactants [F:1][CH2:2][CH2:3][N:4]1[CH2:9][CH:8]=[C:7]([C:10]2[CH:15]=[CH:14][C:13]([N+:16]([O-])=O)=[C:12]([O:19][CH3:20])[CH:11]=2)[CH2:6][CH2:5]1, predict the reaction product. (2) Given the reactants [CH3:1][C:2]1[CH:3]=[C:4]([CH2:14]O)[CH:5]=[N:6][C:7]=1[O:8][CH2:9][C:10]([F:13])([F:12])[F:11].S(Cl)([Cl:18])=O, predict the reaction product. The product is: [Cl:18][CH2:14][C:4]1[CH:3]=[C:2]([CH3:1])[C:7]([O:8][CH2:9][C:10]([F:13])([F:12])[F:11])=[N:6][CH:5]=1. (3) Given the reactants Br[C:2]1[C:11]([O:12][CH3:13])=[CH:10][C:5]2[NH:6][C:7](=[O:9])[O:8][C:4]=2[CH:3]=1.C[Mg]Br.[CH2:17]([O:19]CC)C.C([Li])(C)(C)C.CN(C)C=O, predict the reaction product. The product is: [CH3:13][O:12][C:11]1[C:2]([CH:17]=[O:19])=[CH:3][C:4]2[O:8][C:7](=[O:9])[NH:6][C:5]=2[CH:10]=1. (4) The product is: [CH3:50][C:49]([S:16][C:13]1[S:12][C:11]([NH:10][C:9]([N:8]([CH2:7][CH2:6][O:5][CH2:4][C:3]2[CH:32]=[CH:33][CH:34]=[CH:35][C:2]=2[CH3:37])[C@H:25]2[CH2:26][CH2:27][C@H:28]([CH3:31])[CH2:29][CH2:30]2)=[O:24])=[N:15][CH:14]=1)([CH3:51])[C:48]([OH:59])=[O:47]. Given the reactants Cl[C:2]1[CH:35]=[CH:34][CH:33]=[CH:32][C:3]=1[CH2:4][O:5][CH2:6][CH2:7][N:8]([C@H:25]1[CH2:30][CH2:29][C@H:28]([CH3:31])[CH2:27][CH2:26]1)[C:9](=[O:24])[NH:10][C:11]1[S:12][C:13]([S:16]CC(C)(C)C(O)=O)=[CH:14][N:15]=1.Br[CH2:37]C1C=CC=CC=1C.C([O:47][C:48](=[O:59])[C:49](SC1SC(N)=NC=1)([CH3:51])[CH3:50])C, predict the reaction product.